Dataset: Full USPTO retrosynthesis dataset with 1.9M reactions from patents (1976-2016). Task: Predict the reactants needed to synthesize the given product. (1) Given the product [CH2:19]([O:26][C:27]1[CH:32]=[CH:31][C:30]([Cl:33])=[CH:29][C:28]=1[C:7]1[CH:6]=[CH:5][N:4]=[CH:3][C:2]=1[Br:1])[C:20]1[CH:25]=[CH:24][CH:23]=[CH:22][CH:21]=1, predict the reactants needed to synthesize it. The reactants are: [Br:1][C:2]1[CH:3]=[N:4][CH:5]=[CH:6][C:7]=1C1C=C(C=CC=1)C(OCC)=O.[CH2:19]([O:26][C:27]1[CH:32]=[CH:31][C:30]([Cl:33])=[CH:29][C:28]=1I)[C:20]1[CH:25]=[CH:24][CH:23]=[CH:22][CH:21]=1. (2) Given the product [C:41]([C:40]1[CH:43]=[C:36]([C:2]2[C:3]([N:22]3[CH2:26][CH2:25][C@@H:24]([OH:27])[CH2:23]3)=[N:4][CH:5]=[C:6]([C:7]([NH:9][C:10]3[CH:11]=[CH:12][C:13]([O:16][C:17]([F:20])([F:18])[F:19])=[CH:14][CH:15]=3)=[O:8])[CH:21]=2)[CH:37]=[N:38][CH:39]=1)#[N:42], predict the reactants needed to synthesize it. The reactants are: Br[C:2]1[C:3]([N:22]2[CH2:26][CH2:25][C@@H:24]([OH:27])[CH2:23]2)=[N:4][CH:5]=[C:6]([CH:21]=1)[C:7]([NH:9][C:10]1[CH:15]=[CH:14][C:13]([O:16][C:17]([F:20])([F:19])[F:18])=[CH:12][CH:11]=1)=[O:8].CC1(C)C(C)(C)OB([C:36]2[CH:37]=[N:38][CH:39]=[C:40]([CH:43]=2)[C:41]#[N:42])O1.C([O-])([O-])=O.[Na+].[Na+].COCCOC. (3) Given the product [O:1]=[C:2]1[N:8]([CH:9]2[CH2:14][CH2:13][N:12]([C:15]([O:17][C@H:18]([CH2:19][C:20]3[CH:25]=[CH:24][C:23]([CH3:26])=[C:22]([Cl:27])[CH:21]=3)[C:28]([N:74]3[CH2:73][CH2:72][CH:71]([N:68]4[CH2:67][CH2:66][N:65]([CH3:64])[CH2:70][CH2:69]4)[CH2:76][CH2:75]3)=[O:30])=[O:16])[CH2:11][CH2:10]2)[CH2:7][CH2:6][C:5]2[CH:31]=[CH:32][CH:33]=[CH:34][C:4]=2[NH:3]1, predict the reactants needed to synthesize it. The reactants are: [O:1]=[C:2]1[N:8]([CH:9]2[CH2:14][CH2:13][N:12]([C:15]([O:17][C@@H:18]([C:28]([OH:30])=O)[CH2:19][C:20]3[CH:25]=[CH:24][C:23]([CH3:26])=[C:22]([Cl:27])[CH:21]=3)=[O:16])[CH2:11][CH2:10]2)[CH2:7][CH2:6][C:5]2[CH:31]=[CH:32][CH:33]=[CH:34][C:4]=2[NH:3]1.CN(C(ON1N=NC2C=CC=CC1=2)=[N+](C)C)C.[B-](F)(F)(F)F.C(N(CC)CC)C.[CH3:64][N:65]1[CH2:70][CH2:69][N:68]([CH:71]2[CH2:76][CH2:75][NH:74][CH2:73][CH2:72]2)[CH2:67][CH2:66]1.C([O-])(O)=O.[Na+]. (4) Given the product [NH:6]1[CH:5]=[CH:4][N:3]=[C:2]1[C:12]1[CH:13]=[CH:14][C:8]([CH3:7])=[C:9]([CH:11]=1)[NH2:10], predict the reactants needed to synthesize it. The reactants are: Br[C:2]1[NH:3][CH:4]=[CH:5][N:6]=1.[CH3:7][C:8]1[CH:14]=[CH:13][C:12](B2OC(C)(C)C(C)(C)O2)=[CH:11][C:9]=1[NH2:10].C([O-])([O-])=O.[K+].[K+].